This data is from Forward reaction prediction with 1.9M reactions from USPTO patents (1976-2016). The task is: Predict the product of the given reaction. (1) Given the reactants [CH3:1][O:2][C:3](=[O:19])[CH2:4][CH2:5][NH:6][C:7]([CH:9]1[CH2:12][N:11]([C:13]2[S:14][CH2:15][C:16](=[O:18])[N:17]=2)[CH2:10]1)=[O:8].[F:20][C:21]([F:45])([F:44])[C:22]1[CH:39]=[C:38]([C:40]([F:43])([F:42])[F:41])[CH:37]=[CH:36][C:23]=1[CH2:24][N:25]1[C:33]2[C:28](=[CH:29][C:30]([CH:34]=O)=[CH:31][CH:32]=2)[CH:27]=[N:26]1, predict the reaction product. The product is: [CH3:1][O:2][C:3](=[O:19])[CH2:4][CH2:5][NH:6][C:7]([CH:9]1[CH2:10][N:11]([C:13]2[S:14][C:15](=[CH:34][C:30]3[CH:29]=[C:28]4[C:33](=[CH:32][CH:31]=3)[N:25]([CH2:24][C:23]3[CH:36]=[CH:37][C:38]([C:40]([F:43])([F:42])[F:41])=[CH:39][C:22]=3[C:21]([F:45])([F:20])[F:44])[N:26]=[CH:27]4)[C:16](=[O:18])[N:17]=2)[CH2:12]1)=[O:8]. (2) The product is: [Cl:1][C:2]1[C:3]([F:49])=[C:4]([C@@H:8]2[C@:12]([C:15]3[CH:20]=[CH:19][C:18]([Cl:21])=[CH:17][C:16]=3[F:22])([C:13]#[N:14])[C@H:11]([CH2:23][C:24]([CH3:26])([CH3:27])[CH3:25])[N:10]([CH2:28][C:29]#[CH:30])[C@H:9]2[C:35]([NH:37][C:38]2[CH:46]=[CH:45][C:41]([C:42]([OH:44])=[O:43])=[CH:40][C:39]=2[O:47][CH3:48])=[O:36])[CH:5]=[CH:6][CH:7]=1. Given the reactants [Cl:1][C:2]1[C:3]([F:49])=[C:4]([C@@H:8]2[C@:12]([C:15]3[CH:20]=[CH:19][C:18]([Cl:21])=[CH:17][C:16]=3[F:22])([C:13]#[N:14])[C@H:11]([CH2:23][C:24]([CH3:27])([CH3:26])[CH3:25])[N:10]([CH2:28][C:29]#[C:30][Si](C)(C)C)[C@H:9]2[C:35]([NH:37][C:38]2[CH:46]=[CH:45][C:41]([C:42]([OH:44])=[O:43])=[CH:40][C:39]=2[O:47][CH3:48])=[O:36])[CH:5]=[CH:6][CH:7]=1.[Li+].[OH-], predict the reaction product.